Dataset: NCI-60 drug combinations with 297,098 pairs across 59 cell lines. Task: Regression. Given two drug SMILES strings and cell line genomic features, predict the synergy score measuring deviation from expected non-interaction effect. (1) Drug 1: C1=C(C(=O)NC(=O)N1)N(CCCl)CCCl. Drug 2: C1=NNC2=C1C(=O)NC=N2. Cell line: UACC62. Synergy scores: CSS=15.9, Synergy_ZIP=-9.01, Synergy_Bliss=-7.47, Synergy_Loewe=-22.6, Synergy_HSA=-6.93. (2) Drug 1: C1CCC(CC1)NC(=O)N(CCCl)N=O. Drug 2: CCC1(CC2CC(C3=C(CCN(C2)C1)C4=CC=CC=C4N3)(C5=C(C=C6C(=C5)C78CCN9C7C(C=CC9)(C(C(C8N6C=O)(C(=O)OC)O)OC(=O)C)CC)OC)C(=O)OC)O.OS(=O)(=O)O. Synergy scores: CSS=23.5, Synergy_ZIP=-10.8, Synergy_Bliss=-1.29, Synergy_Loewe=-14.2, Synergy_HSA=0.132. Cell line: U251.